Dataset: Forward reaction prediction with 1.9M reactions from USPTO patents (1976-2016). Task: Predict the product of the given reaction. (1) The product is: [CH3:32][O:31][N:30]([CH3:29])[C:12]([C:10]1[N:9]=[CH:8][N:7]([C:3]2[CH:2]=[C:1]([C:15]3[CH:20]=[CH:19][CH:18]=[CH:17][CH:16]=3)[CH:6]=[CH:5][CH:4]=2)[CH:11]=1)=[O:13]. Given the reactants [C:1]1([C:15]2[CH:20]=[CH:19][CH:18]=[CH:17][CH:16]=2)[CH:6]=[CH:5][CH:4]=[C:3]([N:7]2[CH:11]=[C:10]([C:12](Cl)=[O:13])[N:9]=[CH:8]2)[CH:2]=1.C(N(CC)CC)C.Cl.[CH3:29][NH:30][O:31][CH3:32], predict the reaction product. (2) Given the reactants [F:1][C:2]1[CH:7]=[C:6]([F:8])[C:5]([F:9])=[CH:4][C:3]=1[CH2:10][OH:11].Cl[C:13]1[CH:23]=[C:17]2[N:18]([CH3:22])[CH2:19][CH2:20][CH2:21][N:16]2[C:15](=[O:24])[N:14]=1, predict the reaction product. The product is: [CH3:22][N:18]1[CH2:19][CH2:20][CH2:21][N:16]2[C:15](=[O:24])[N:14]=[C:13]([O:11][CH2:10][C:3]3[CH:4]=[C:5]([F:9])[C:6]([F:8])=[CH:7][C:2]=3[F:1])[CH:23]=[C:17]12. (3) The product is: [CH3:1][C:2]1[CH:7]=[CH:6][C:5]([C:8]2[O:9][C:10]([CH3:13])=[N:11][N:12]=2)=[CH:4][C:3]=1[C:14]1[CH:19]=[CH:18][C:17]([C:20]([NH:37][C:36]2[CH:35]=[CH:34][C:33]([NH:32][S:29]([C:26]3[CH:27]=[CH:28][C:23]([CH3:40])=[CH:24][CH:25]=3)(=[O:31])=[O:30])=[CH:39][CH:38]=2)=[O:21])=[CH:16][CH:15]=1. Given the reactants [CH3:1][C:2]1[CH:7]=[CH:6][C:5]([C:8]2[O:9][C:10]([CH3:13])=[N:11][N:12]=2)=[CH:4][C:3]=1[C:14]1[CH:19]=[CH:18][C:17]([C:20](O)=[O:21])=[CH:16][CH:15]=1.[C:23]1([CH3:40])[CH:28]=[CH:27][C:26]([S:29]([NH:32][C:33]2[CH:39]=[CH:38][C:36]([NH2:37])=[CH:35][CH:34]=2)(=[O:31])=[O:30])=[CH:25][CH:24]=1, predict the reaction product. (4) Given the reactants [Cl:1][C:2]1[C:11]([CH:12]=[N:13][S@@:14]([C:16]([CH3:19])([CH3:18])[CH3:17])=[O:15])=[CH:10][C:9]2[C:4](=[CH:5][CH:6]=[C:7]([Cl:20])[CH:8]=2)[N:3]=1.[CH3:21][Mg+].[Br-].[NH4+].[Cl-], predict the reaction product. The product is: [Cl:1][C:2]1[C:11]([C@H:12]([NH:13][S@@:14]([C:16]([CH3:17])([CH3:19])[CH3:18])=[O:15])[CH3:21])=[CH:10][C:9]2[C:4](=[CH:5][CH:6]=[C:7]([Cl:20])[CH:8]=2)[N:3]=1. (5) The product is: [OH:29][C@H:25]1[C@@H:26]([OH:28])[CH2:27][NH:23][C@@H:24]1[C:30]([NH:13][C:12]1[CH:11]=[CH:10][C:9]([CH2:1][CH2:2][CH2:3][CH2:4][CH2:5][CH2:6][CH2:7][CH3:8])=[CH:15][CH:14]=1)=[O:31]. Given the reactants [CH2:1]([C:9]1[CH:15]=[CH:14][C:12]([NH2:13])=[CH:11][CH:10]=1)[CH2:2][CH2:3][CH2:4][CH2:5][CH2:6][CH2:7][CH3:8].C(OC([N:23]1[CH2:27][C@H:26]([OH:28])[C@H:25]([OH:29])[C@H:24]1[C:30](O)=[O:31])=O)(C)(C)C, predict the reaction product. (6) Given the reactants [CH2:1]1O[C:4]([N:8]2[CH2:15][CH:14]3[CH2:16][CH:10]([CH2:11][C:12](=[O:17])[CH2:13]3)[CH2:9]2)([O:5]CC)[O:3][CH2:2]1, predict the reaction product. The product is: [O:17]=[C:12]1[CH2:11][CH:10]2[CH2:16][CH:14]([CH2:15][N:8]([C:4]([O:3][CH2:2][CH3:1])=[O:5])[CH2:9]2)[CH2:13]1. (7) Given the reactants [CH2:1]([O:8][C:9]1[C:14]([OH:15])=[CH:13][CH:12]=[CH:11][C:10]=1[C:16]1[CH:21]=[CH:20][CH:19]=[CH:18][CH:17]=1)[C:2]1[CH:7]=[CH:6][CH:5]=[CH:4][CH:3]=1.N1C=CC=CC=1.[S:28](O[S:28]([C:31]([F:34])([F:33])[F:32])(=[O:30])=[O:29])([C:31]([F:34])([F:33])[F:32])(=[O:30])=[O:29].O, predict the reaction product. The product is: [F:32][C:31]([F:34])([F:33])[S:28]([O:15][C:14]1[C:9]([O:8][CH2:1][C:2]2[CH:3]=[CH:4][CH:5]=[CH:6][CH:7]=2)=[C:10]([C:16]2[CH:21]=[CH:20][CH:19]=[CH:18][CH:17]=2)[CH:11]=[CH:12][CH:13]=1)(=[O:30])=[O:29]. (8) Given the reactants C[O:2][C:3]1[CH:4]=[C:5]2[C:10](=[CH:11][CH:12]=1)[CH:9]([C:13]1[S:14][CH:15]=[CH:16][N:17]=1)[N:8]([C:18]1[CH:23]=[CH:22][CH:21]=[CH:20][CH:19]=1)[CH2:7][CH2:6]2.C(Cl)Cl, predict the reaction product. The product is: [C:18]1([N:8]2[CH2:7][CH2:6][C:5]3[C:10](=[CH:11][CH:12]=[C:3]([OH:2])[CH:4]=3)[CH:9]2[C:13]2[S:14][CH:15]=[CH:16][N:17]=2)[CH:19]=[CH:20][CH:21]=[CH:22][CH:23]=1. (9) Given the reactants [C:1](Cl)(=[O:4])[CH:2]=[CH2:3].[CH:6]1[C:18]2[CH2:17][C:16]3[C:11](=[CH:12][CH:13]=[C:14]([C:19]4[S:23][C:22]([NH2:24])=[N:21][CH:20]=4)[CH:15]=3)[C:10]=2[CH:9]=[CH:8][CH:7]=1.CCN(CC)CC.[CH3:32][N:33]1[CH2:38][CH2:37][NH:36][CH2:35][CH2:34]1, predict the reaction product. The product is: [CH:15]1[C:16]2[CH2:17][C:18]3[C:10](=[CH:9][CH:8]=[CH:7][CH:6]=3)[C:11]=2[CH:12]=[CH:13][C:14]=1[C:19]1[S:23][C:22]([NH:24][C:1](=[O:4])[CH2:2][CH2:3][N:36]2[CH2:37][CH2:38][N:33]([CH3:32])[CH2:34][CH2:35]2)=[N:21][CH:20]=1.